Predict the reactants needed to synthesize the given product. From a dataset of Retrosynthesis with 50K atom-mapped reactions and 10 reaction types from USPTO. (1) Given the product CSc1cccc(Oc2ncc(F)cc2C(=O)N[C@H]2CC[C@@H](NC(=O)C3CC3)CC2)c1, predict the reactants needed to synthesize it. The reactants are: CSc1cccc(Oc2ncc(F)cc2C(=O)N[C@H]2CC[C@@H](N)CC2)c1.O=C(O)C1CC1. (2) Given the product N#Cc1cc(C=O)ccc1Oc1ccc(Cl)c(F)c1, predict the reactants needed to synthesize it. The reactants are: N#Cc1cc(C=O)ccc1F.Oc1ccc(Cl)c(F)c1.